From a dataset of Full USPTO retrosynthesis dataset with 1.9M reactions from patents (1976-2016). Predict the reactants needed to synthesize the given product. (1) Given the product [CH:24]([O:26][CH:27]([CH2:1][CH2:2][CH2:3][CH2:4]/[CH:5]=[CH:6]\[CH2:7]/[CH:8]=[CH:9]\[CH2:10]/[CH:11]=[CH:12]\[CH2:13]/[CH:14]=[CH:15]\[CH2:16][CH2:17][CH2:18][CH2:19][CH3:20])[CH2:28][CH2:19][CH2:18][CH2:17]/[CH:16]=[CH:15]\[CH2:14]/[CH:13]=[CH:12]\[CH2:11]/[CH:10]=[CH:9]\[CH2:8]/[CH:7]=[CH:6]\[CH2:5][CH2:4][CH2:3][CH2:2][CH3:1])=[O:25], predict the reactants needed to synthesize it. The reactants are: [CH2:1](Br)[CH2:2][CH2:3][CH2:4]/[CH:5]=[CH:6]\[CH2:7]/[CH:8]=[CH:9]\[CH2:10]/[CH:11]=[CH:12]\[CH2:13]/[CH:14]=[CH:15]\[CH2:16][CH2:17][CH2:18][CH2:19][CH3:20].II.[CH:24]([O:26][CH2:27][CH3:28])=[O:25].OS(O)(=O)=O. (2) Given the product [CH2:29]([C:26]1[N:12]2[N:13]=[C:14]([CH3:25])[C:15]([CH2:16][CH2:17][CH2:18][CH2:19][C:20]([O:22][CH2:23][CH3:24])=[O:21])=[C:10]([C:8]3[CH:7]=[CH:6][N:5]=[C:4]([CH:31]=[CH2:32])[CH:9]=3)[C:11]2=[CH:28][CH:27]=1)[CH3:30], predict the reactants needed to synthesize it. The reactants are: [Cl-].[Li+].Cl[C:4]1[CH:9]=[C:8]([C:10]2[C:11]3[N:12]([C:26]([CH2:29][CH3:30])=[CH:27][CH:28]=3)[N:13]=[C:14]([CH3:25])[C:15]=2[CH2:16][CH2:17][CH2:18][CH2:19][C:20]([O:22][CH2:23][CH3:24])=[O:21])[CH:7]=[CH:6][N:5]=1.[CH2:31]([Sn](CCCC)(CCCC)C=C)[CH2:32]CC.[F-].[K+]. (3) Given the product [C:4]([O:3][C:1](=[O:2])[NH:8][C:9]1[CH:17]=[CH:16][CH:15]=[C:11]([C:12](=[O:14])[NH:54][C@@H:52]([C:42]2[C:51]3[C:46](=[CH:47][CH:48]=[CH:49][CH:50]=3)[CH:45]=[CH:44][CH:43]=2)[CH3:53])[CH:10]=1)([CH3:5])([CH3:6])[CH3:7], predict the reactants needed to synthesize it. The reactants are: [C:1]([NH:8][C:9]1[CH:10]=[C:11]([CH:15]=[CH:16][CH:17]=1)[C:12]([OH:14])=O)([O:3][C:4]([CH3:7])([CH3:6])[CH3:5])=[O:2].CN(C(ON1N=NC2C=CC=NC1=2)=[N+](C)C)C.F[P-](F)(F)(F)(F)F.[C:42]1([C@H:52]([NH2:54])[CH3:53])[C:51]2[C:46](=[CH:47][CH:48]=[CH:49][CH:50]=2)[CH:45]=[CH:44][CH:43]=1.C(N(CC)C(C)C)(C)C. (4) Given the product [Br:1][C:2]1[S:18][C:5]2[C:6]([OH:17])=[C:7]([C:13]([NH:25][C:23]3[S:24][C:20]([CH3:19])=[CH:21][N:22]=3)=[O:15])[N:8]([CH3:12])[S:9](=[O:10])(=[O:11])[C:4]=2[CH:3]=1, predict the reactants needed to synthesize it. The reactants are: [Br:1][C:2]1[S:18][C:5]2[C:6]([OH:17])=[C:7]([C:13]([O:15]C)=O)[N:8]([CH3:12])[S:9](=[O:11])(=[O:10])[C:4]=2[CH:3]=1.[CH3:19][C:20]1[S:24][C:23]([NH2:25])=[N:22][CH:21]=1. (5) Given the product [CH3:28][N:11]1[C:10]([C:7]2[CH:6]=[CH:5][C:4]([C:3]([OH:29])=[O:2])=[CH:9][CH:8]=2)=[C:14]([NH:15][C:16]([O:18][C@@H:19]([C:21]2[CH:26]=[CH:25][CH:24]=[CH:23][CH:22]=2)[CH3:20])=[O:17])[C:13]([CH3:27])=[N:12]1, predict the reactants needed to synthesize it. The reactants are: C[O:2][C:3](=[O:29])[C:4]1[CH:9]=[CH:8][C:7]([C:10]2[N:11]([CH3:28])[N:12]=[C:13]([CH3:27])[C:14]=2[NH:15][C:16]([O:18][C@@H:19]([C:21]2[CH:26]=[CH:25][CH:24]=[CH:23][CH:22]=2)[CH3:20])=[O:17])=[CH:6][CH:5]=1.[Li+].[OH-]. (6) The reactants are: Br[C:2]1[CH:3]=[C:4]2[C:9](=[CH:10][CH:11]=1)[N:8]=[CH:7][C:6]([C:12](=[O:15])[CH2:13][CH3:14])=[C:5]2[NH:16][C@H:17]1[CH2:22][CH2:21][C@H:20]([N:23]([CH3:25])[CH3:24])[CH2:19][CH2:18]1.[Cl:26][C:27]1[CH:32]=[C:31](B2OC(C)(C)C(C)(C)O2)[CH:30]=[C:29]([Cl:42])[C:28]=1[OH:43]. Given the product [Cl:42][C:29]1[CH:30]=[C:31]([C:2]2[CH:3]=[C:4]3[C:9](=[CH:10][CH:11]=2)[N:8]=[CH:7][C:6]([C:12](=[O:15])[CH2:13][CH3:14])=[C:5]3[NH:16][C@H:17]2[CH2:22][CH2:21][C@H:20]([N:23]([CH3:25])[CH3:24])[CH2:19][CH2:18]2)[CH:32]=[C:27]([Cl:26])[C:28]=1[OH:43], predict the reactants needed to synthesize it. (7) Given the product [NH:58]([C:78]([O:80][C:81]([CH3:84])([CH3:83])[CH3:82])=[O:79])[C@H:59]([C:75]([NH:1][C@H:2]([C:15]([NH:17][C@H:18]([C:34]([OH:36])=[O:35])[CH2:19][CH2:20][CH2:21][CH2:22][NH:23][C:24]([O:26][CH2:27][C:28]1[CH:29]=[CH:30][CH:31]=[CH:32][CH:33]=1)=[O:25])=[O:16])[CH2:3][C:4]1[CH:5]=[CH:6][C:7]([O:10][C:11]([CH3:13])([CH3:14])[CH3:12])=[CH:8][CH:9]=1)=[O:77])[CH2:60][CH2:61][CH2:62][CH2:63][NH:64][C:65]([O:67][CH2:68][C:69]1[CH:70]=[CH:71][CH:72]=[CH:73][CH:74]=1)=[O:66], predict the reactants needed to synthesize it. The reactants are: [NH:1](C(OCC1C2C(=CC=CC=2)C2C1=CC=CC=2)=O)[C@H:2]([C:15]([NH:17][C@H:18]([C:34]([O:36]C)=[O:35])[CH2:19][CH2:20][CH2:21][CH2:22][NH:23][C:24]([O:26][CH2:27][C:28]1[CH:33]=[CH:32][CH:31]=[CH:30][CH:29]=1)=[O:25])=[O:16])[CH2:3][C:4]1[CH:9]=[CH:8][C:7]([O:10][C:11]([CH3:14])([CH3:13])[CH3:12])=[CH:6][CH:5]=1.CNC.[NH:58]([C:78]([O:80][C:81]([CH3:84])([CH3:83])[CH3:82])=[O:79])[C@H:59]([C:75]([OH:77])=O)[CH2:60][CH2:61][CH2:62][CH2:63][NH:64][C:65]([O:67][CH2:68][C:69]1[CH:74]=[CH:73][CH:72]=[CH:71][CH:70]=1)=[O:66].C1C=CC2N(O)N=NC=2C=1.CCN=C=NCCCN(C)C.Cl. (8) Given the product [NH2:1][C:2]1[C:3]2[C:10]([C:11]3[CH:16]=[CH:15][CH:14]=[C:13]([O:17][CH2:18][CH:19]4[CH2:24][CH2:23][CH2:22][CH2:21][O:20]4)[CH:12]=3)=[CH:9][N:8]([C@@H:25]3[CH2:28][C@H:27]([CH2:29][N:31]4[CH2:38][CH2:37][CH2:36][CH:32]4[C:33]([OH:35])=[O:34])[CH2:26]3)[C:4]=2[N:5]=[CH:6][N:7]=1, predict the reactants needed to synthesize it. The reactants are: [NH2:1][C:2]1[C:3]2[C:10]([C:11]3[CH:16]=[CH:15][CH:14]=[C:13]([O:17][CH2:18][CH:19]4[CH2:24][CH2:23][CH2:22][CH2:21][O:20]4)[CH:12]=3)=[CH:9][N:8]([C@@H:25]3[CH2:28][C@H:27]([CH:29]=O)[CH2:26]3)[C:4]=2[N:5]=[CH:6][N:7]=1.[NH:31]1[CH2:38][CH2:37][CH2:36][C@@H:32]1[C:33]([OH:35])=[O:34].